Regression. Given two drug SMILES strings and cell line genomic features, predict the synergy score measuring deviation from expected non-interaction effect. From a dataset of NCI-60 drug combinations with 297,098 pairs across 59 cell lines. (1) Drug 1: COC1=C(C=C2C(=C1)N=CN=C2NC3=CC(=C(C=C3)F)Cl)OCCCN4CCOCC4. Drug 2: CC(CN1CC(=O)NC(=O)C1)N2CC(=O)NC(=O)C2. Cell line: HCT116. Synergy scores: CSS=35.1, Synergy_ZIP=-0.714, Synergy_Bliss=1.42, Synergy_Loewe=2.21, Synergy_HSA=5.53. (2) Drug 1: CCCS(=O)(=O)NC1=C(C(=C(C=C1)F)C(=O)C2=CNC3=C2C=C(C=N3)C4=CC=C(C=C4)Cl)F. Drug 2: C1CC(C1)(C(=O)O)C(=O)O.[NH2-].[NH2-].[Pt+2]. Cell line: MCF7. Synergy scores: CSS=21.6, Synergy_ZIP=-1.28, Synergy_Bliss=4.17, Synergy_Loewe=2.10, Synergy_HSA=3.02. (3) Drug 2: C1=CC=C(C(=C1)C(C2=CC=C(C=C2)Cl)C(Cl)Cl)Cl. Cell line: UO-31. Synergy scores: CSS=-18.3, Synergy_ZIP=18.4, Synergy_Bliss=14.5, Synergy_Loewe=-1.90, Synergy_HSA=-5.14. Drug 1: C(=O)(N)NO. (4) Drug 1: C1=CC=C(C=C1)NC(=O)CCCCCCC(=O)NO. Drug 2: CC12CCC3C(C1CCC2O)C(CC4=C3C=CC(=C4)O)CCCCCCCCCS(=O)CCCC(C(F)(F)F)(F)F. Cell line: HCT-15. Synergy scores: CSS=11.9, Synergy_ZIP=3.31, Synergy_Bliss=1.36, Synergy_Loewe=8.53, Synergy_HSA=3.53. (5) Drug 1: C1CC(=O)NC(=O)C1N2C(=O)C3=CC=CC=C3C2=O. Drug 2: C1C(C(OC1N2C=NC3=C2NC=NCC3O)CO)O. Cell line: SN12C. Synergy scores: CSS=9.87, Synergy_ZIP=0.361, Synergy_Bliss=-1.70, Synergy_Loewe=4.04, Synergy_HSA=-0.489. (6) Drug 1: CC(CN1CC(=O)NC(=O)C1)N2CC(=O)NC(=O)C2. Drug 2: CC1OCC2C(O1)C(C(C(O2)OC3C4COC(=O)C4C(C5=CC6=C(C=C35)OCO6)C7=CC(=C(C(=C7)OC)O)OC)O)O. Cell line: U251. Synergy scores: CSS=64.5, Synergy_ZIP=3.91, Synergy_Bliss=6.17, Synergy_Loewe=8.01, Synergy_HSA=11.4. (7) Drug 1: CCC(=C(C1=CC=CC=C1)C2=CC=C(C=C2)OCCN(C)C)C3=CC=CC=C3.C(C(=O)O)C(CC(=O)O)(C(=O)O)O. Drug 2: C(CN)CNCCSP(=O)(O)O. Cell line: PC-3. Synergy scores: CSS=16.5, Synergy_ZIP=-5.44, Synergy_Bliss=-3.17, Synergy_Loewe=-14.7, Synergy_HSA=-2.48. (8) Drug 1: C1CCC(C1)C(CC#N)N2C=C(C=N2)C3=C4C=CNC4=NC=N3. Drug 2: C1=CC(=C2C(=C1NCCNCCO)C(=O)C3=C(C=CC(=C3C2=O)O)O)NCCNCCO. Cell line: HCT-15. Synergy scores: CSS=55.4, Synergy_ZIP=-3.74, Synergy_Bliss=-3.75, Synergy_Loewe=-53.3, Synergy_HSA=-4.51. (9) Drug 1: CC=C1C(=O)NC(C(=O)OC2CC(=O)NC(C(=O)NC(CSSCCC=C2)C(=O)N1)C(C)C)C(C)C. Drug 2: CCCCC(=O)OCC(=O)C1(CC(C2=C(C1)C(=C3C(=C2O)C(=O)C4=C(C3=O)C=CC=C4OC)O)OC5CC(C(C(O5)C)O)NC(=O)C(F)(F)F)O. Cell line: OVCAR-4. Synergy scores: CSS=27.2, Synergy_ZIP=-2.29, Synergy_Bliss=2.19, Synergy_Loewe=0.531, Synergy_HSA=3.80. (10) Drug 1: CC1=C(C(CCC1)(C)C)C=CC(=CC=CC(=CC(=O)O)C)C. Drug 2: N.N.Cl[Pt+2]Cl. Cell line: NCI-H226. Synergy scores: CSS=10.2, Synergy_ZIP=-4.33, Synergy_Bliss=-3.17, Synergy_Loewe=-7.76, Synergy_HSA=-6.03.